This data is from NCI-60 drug combinations with 297,098 pairs across 59 cell lines. The task is: Regression. Given two drug SMILES strings and cell line genomic features, predict the synergy score measuring deviation from expected non-interaction effect. (1) Drug 1: C1CCN(CC1)CCOC2=CC=C(C=C2)C(=O)C3=C(SC4=C3C=CC(=C4)O)C5=CC=C(C=C5)O. Drug 2: CC1=C(C(=O)C2=C(C1=O)N3CC4C(C3(C2COC(=O)N)OC)N4)N. Cell line: UACC-257. Synergy scores: CSS=9.69, Synergy_ZIP=-2.25, Synergy_Bliss=-0.415, Synergy_Loewe=-3.77, Synergy_HSA=-0.650. (2) Drug 1: CCC1(C2=C(COC1=O)C(=O)N3CC4=CC5=C(C=CC(=C5CN(C)C)O)N=C4C3=C2)O.Cl. Drug 2: CC1CCCC2(C(O2)CC(NC(=O)CC(C(C(=O)C(C1O)C)(C)C)O)C(=CC3=CSC(=N3)C)C)C. Cell line: M14. Synergy scores: CSS=70.9, Synergy_ZIP=-0.313, Synergy_Bliss=-2.63, Synergy_Loewe=-2.19, Synergy_HSA=0.917. (3) Drug 1: C1CCN(CC1)CCOC2=CC=C(C=C2)C(=O)C3=C(SC4=C3C=CC(=C4)O)C5=CC=C(C=C5)O. Drug 2: C1=C(C(=O)NC(=O)N1)N(CCCl)CCCl. Cell line: OVCAR-4. Synergy scores: CSS=6.50, Synergy_ZIP=-0.389, Synergy_Bliss=0.369, Synergy_Loewe=-0.281, Synergy_HSA=-0.827. (4) Drug 1: CC1=CC=C(C=C1)C2=CC(=NN2C3=CC=C(C=C3)S(=O)(=O)N)C(F)(F)F. Drug 2: CC12CCC3C(C1CCC2OP(=O)(O)O)CCC4=C3C=CC(=C4)OC(=O)N(CCCl)CCCl.[Na+]. Cell line: SW-620. Synergy scores: CSS=0.271, Synergy_ZIP=-1.72, Synergy_Bliss=-2.38, Synergy_Loewe=-4.05, Synergy_HSA=-3.86. (5) Drug 1: CC1CCC2CC(C(=CC=CC=CC(CC(C(=O)C(C(C(=CC(C(=O)CC(OC(=O)C3CCCCN3C(=O)C(=O)C1(O2)O)C(C)CC4CCC(C(C4)OC)OCCO)C)C)O)OC)C)C)C)OC. Drug 2: C1C(C(OC1N2C=NC3=C2NC=NCC3O)CO)O. Cell line: NCI-H322M. Synergy scores: CSS=6.44, Synergy_ZIP=-1.24, Synergy_Bliss=3.43, Synergy_Loewe=-0.140, Synergy_HSA=2.82. (6) Synergy scores: CSS=42.0, Synergy_ZIP=-4.70, Synergy_Bliss=-4.17, Synergy_Loewe=-6.59, Synergy_HSA=0.635. Drug 1: C1=CC(=CC=C1CCCC(=O)O)N(CCCl)CCCl. Drug 2: C1=CN(C(=O)N=C1N)C2C(C(C(O2)CO)O)O.Cl. Cell line: K-562. (7) Drug 1: C1=NC2=C(N1)C(=S)N=CN2. Drug 2: COCCOC1=C(C=C2C(=C1)C(=NC=N2)NC3=CC=CC(=C3)C#C)OCCOC.Cl. Cell line: NCI-H322M. Synergy scores: CSS=34.6, Synergy_ZIP=-0.870, Synergy_Bliss=-1.22, Synergy_Loewe=-0.592, Synergy_HSA=1.98. (8) Drug 1: CC1=C2C(C(=O)C3(C(CC4C(C3C(C(C2(C)C)(CC1OC(=O)C(C(C5=CC=CC=C5)NC(=O)OC(C)(C)C)O)O)OC(=O)C6=CC=CC=C6)(CO4)OC(=O)C)O)C)O. Drug 2: CCN(CC)CCNC(=O)C1=C(NC(=C1C)C=C2C3=C(C=CC(=C3)F)NC2=O)C. Cell line: NCI-H322M. Synergy scores: CSS=13.1, Synergy_ZIP=5.17, Synergy_Bliss=6.80, Synergy_Loewe=10.5, Synergy_HSA=8.22.